Task: Predict the reactants needed to synthesize the given product.. Dataset: Full USPTO retrosynthesis dataset with 1.9M reactions from patents (1976-2016) (1) Given the product [NH2:12][C:11]1[N:10]([CH2:13][CH2:14][OH:15])[N:9]=[C:8]([NH2:18])[C:7]=1[C:35](=[O:36])[CH2:34][CH2:33][NH:32][C:30]([O:29][C:25]([CH3:27])([CH3:26])[CH3:28])=[O:31], predict the reactants needed to synthesize it. The reactants are: S(=O)(=O)(O)O.N[C:7]1[CH:8]=[N:9][N:10]([CH2:13][CH2:14][OH:15])[C:11]=1[NH2:12].C([N:18](C(C)C)C(C)C)C.[C:25]([O:29][C:30]([NH:32][CH2:33][CH2:34][C:35](ON1C(=O)CCC1=O)=[O:36])=[O:31])([CH3:28])([CH3:27])[CH3:26].C(=O)([O-])O.[Na+]. (2) Given the product [Cl:1][C:2]1[C:3]([CH3:13])=[C:4]([C:8]([OH:10])=[O:9])[NH:5][C:6]=1[CH3:7], predict the reactants needed to synthesize it. The reactants are: [Cl:1][C:2]1[C:3]([CH3:13])=[C:4]([C:8]([O:10]CC)=[O:9])[NH:5][C:6]=1[CH3:7].ClC1C=C(C(O)=O)NC=1C. (3) Given the product [Cl:53][C:9]1[CH:51]=[CH:46][C:12]([NH:8][C:6](=[O:7])[N:3]([CH3:4])[CH2:2][CH2:1][CH2:30][O:29][C:17]2[CH:18]=[CH:19][C:20]3[C:21]([C:25]([F:26])([F:27])[F:28])=[N:22][O:23][C:24]=3[C:16]=2[CH2:13][CH2:14][CH3:15])=[N:11][CH:10]=1, predict the reactants needed to synthesize it. The reactants are: [CH:1]1N=[CH:4][N:3]([C:6]([N:8]2[CH:12]=[N:11][CH:10]=[CH:9]2)=[O:7])[CH:2]=1.[CH2:13]([C:16]1[C:24]2[O:23][N:22]=[C:21]([C:25]([F:28])([F:27])[F:26])[C:20]=2[CH:19]=[CH:18][C:17]=1[O:29][CH2:30]CCNC)[CH2:14][CH3:15].[Li+].C[Si]([N-][Si](C)(C)C)(C)C.N[C:46]1[CH:51]=CC=CN=1.[NH4+].[Cl-:53]. (4) Given the product [ClH:77].[N:1]1[C:9]2[C:4](=[N:5][CH:6]=[CH:7][CH:8]=2)[S:3][C:2]=1[C:10]1[CH:15]=[CH:14][CH:13]=[CH:12][C:11]=1[NH:16][C:52]([C:50]1[CH:49]=[C:48]([CH2:55][N:56]2[CH2:60][CH2:59][CH2:58][CH2:57]2)[N:47]=[C:46]([C:40]2[CH:41]=[CH:42][CH:43]=[CH:44][CH:45]=2)[N:51]=1)=[O:54], predict the reactants needed to synthesize it. The reactants are: [N:1]1[C:9]2[C:4](=[N:5][CH:6]=[CH:7][CH:8]=2)[S:3][C:2]=1[C:10]1[CH:15]=[CH:14][CH:13]=[CH:12][C:11]=1[NH:16]C(C1C=C(OCCN2CCOCC2)C=C(C2C=CC=CC=2)N=1)=O.[C:40]1([C:46]2[N:51]=[C:50]([C:52]([OH:54])=O)[CH:49]=[C:48]([CH2:55][N:56]3[CH2:60][CH2:59][CH2:58][CH2:57]3)[N:47]=2)[CH:45]=[CH:44][CH:43]=[CH:42][CH:41]=1.N1C2C(=NC=CC=2)SC=1C1C=CC=CC=1N.[ClH:77]. (5) Given the product [C:27]([CH2:31][C:32]([N:16]1[CH2:17][CH2:18][CH:13]([O:12][CH:4]([C:5]2[CH:6]=[CH:7][C:8]([Cl:11])=[CH:9][CH:10]=2)[C:3]2[CH:19]=[CH:20][CH:21]=[CH:22][C:2]=2[Cl:1])[CH2:14][CH2:15]1)=[O:33])([CH3:30])([CH3:29])[CH3:28], predict the reactants needed to synthesize it. The reactants are: [Cl:1][C:2]1[CH:22]=[CH:21][CH:20]=[CH:19][C:3]=1[CH:4]([O:12][CH:13]1[CH2:18][CH2:17][NH:16][CH2:15][CH2:14]1)[C:5]1[CH:10]=[CH:9][C:8]([Cl:11])=[CH:7][CH:6]=1.C(=O)([O-])[O-].[C:27]([CH2:31][C:32](Cl)=[O:33])([CH3:30])([CH3:29])[CH3:28]. (6) Given the product [O:25]1[CH2:26][CH2:27][O:28][C:29]2[CH:34]=[C:33]([C:35]3[NH:22][C:21]4[CH:20]=[CH:19][C:6]([NH:7][C:8](=[O:18])[C:9]5[CH:14]=[CH:13][C:12]([N:15]([CH3:17])[CH3:16])=[CH:11][CH:10]=5)=[CH:5][C:4]=4[N:1]=3)[CH:32]=[CH:31][C:30]1=2, predict the reactants needed to synthesize it. The reactants are: [N+:1]([C:4]1[CH:5]=[C:6]([CH:19]=[CH:20][C:21]=1[N+:22]([O-])=O)[NH:7][C:8](=[O:18])[C:9]1[CH:14]=[CH:13][C:12]([N:15]([CH3:17])[CH3:16])=[CH:11][CH:10]=1)([O-])=O.[O:25]1[C:30]2[CH:31]=[CH:32][C:33]([CH:35]=O)=[CH:34][C:29]=2[O:28][CH2:27][CH2:26]1.